From a dataset of Catalyst prediction with 721,799 reactions and 888 catalyst types from USPTO. Predict which catalyst facilitates the given reaction. (1) Reactant: [CH3:1][O:2][C:3]([C:5]1[CH2:6][N:7]([C:21]([O:23][C:24]([CH3:27])([CH3:26])[CH3:25])=[O:22])[CH2:8][CH2:9][C:10]=1[C:11]1[CH:16]=[CH:15][C:14]([O:17][CH2:18][CH2:19][OH:20])=[CH:13][CH:12]=1)=[O:4].[Cl:28][C:29]1[CH:34]=[C:33]([CH3:35])[C:32]([CH3:36])=[CH:31][C:30]=1O.C(P(CCCC)CCCC)CCC. Product: [CH3:1][O:2][C:3]([C:5]1[CH2:6][N:7]([C:21]([O:23][C:24]([CH3:27])([CH3:26])[CH3:25])=[O:22])[CH2:8][CH2:9][C:10]=1[C:11]1[CH:16]=[CH:15][C:14]([O:17][CH2:18][CH2:19][O:20][C:30]2[CH:31]=[C:32]([CH3:36])[C:33]([CH3:35])=[CH:34][C:29]=2[Cl:28])=[CH:13][CH:12]=1)=[O:4]. The catalyst class is: 11. (2) Reactant: [Cl:1][C:2]1[CH:11]=[CH:10][C:9]2[CH2:8][CH2:7][CH2:6][C:5](=[O:12])[C:4]=2[N:3]=1.[CH3:13][N:14]([CH:16](OC)OC)[CH3:15]. Product: [Cl:1][C:2]1[CH:11]=[CH:10][C:9]2[CH2:8][CH2:7]/[C:6](=[CH:13]\[N:14]([CH3:16])[CH3:15])/[C:5](=[O:12])[C:4]=2[N:3]=1. The catalyst class is: 13. (3) Reactant: [CH3:1][O:2][N:3]=[C:4]([CH3:14])[CH2:5][C:6]1[C:10]([Cl:11])=[C:9]([Cl:12])[S:8][C:7]=1[Cl:13].C([BH3-])#N.[Na+].[OH-].[Na+]. Product: [CH3:1][O:2][NH:3][CH:4]([CH3:14])[CH2:5][C:6]1[C:10]([Cl:11])=[C:9]([Cl:12])[S:8][C:7]=1[Cl:13]. The catalyst class is: 86. (4) Reactant: S([O:6][CH3:7])(OC)(=O)=O.CN(C)C=O.[CH2:13]([O:15][C:16]1[C:17]([CH3:28])=[C:18]([N:22]2[C:26](=O)[NH:25][N:24]=[N:23]2)[CH:19]=[CH:20][CH:21]=1)[CH3:14].C(=O)([O-])[O-].[K+].[K+]. The catalyst class is: 6. Product: [CH2:13]([O:15][C:16]1[C:17]([CH3:28])=[C:18]([N:22]2[C:7](=[O:6])[N:25]([CH3:26])[N:24]=[N:23]2)[CH:19]=[CH:20][CH:21]=1)[CH3:14]. (5) The catalyst class is: 6. Product: [CH2:1]([N:8]1[C@H:13]([C:14]2[CH:15]=[CH:16][CH:17]=[CH:18][CH:19]=2)[CH2:12][O:11][CH:10]([CH:20]=[O:21])[CH2:9]1)[C:2]1[CH:3]=[CH:4][CH:5]=[CH:6][CH:7]=1. Reactant: [CH2:1]([N:8]1[C@H:13]([C:14]2[CH:19]=[CH:18][CH:17]=[CH:16][CH:15]=2)[CH2:12][O:11][C@H:10]([CH2:20][OH:21])[CH2:9]1)[C:2]1[CH:7]=[CH:6][CH:5]=[CH:4][CH:3]=1.ClCCl.C(N(CC)CC)C.CS(C)=O.